From a dataset of Forward reaction prediction with 1.9M reactions from USPTO patents (1976-2016). Predict the product of the given reaction. Given the reactants [Cl:1][C:2]1[N:10]=[CH:9][N:8]=[C:7]2[C:3]=1[N:4]=[CH:5][N:6]2[C@@H:11]1[O:17][C@H:16]([CH2:18][OH:19])[C@@H:14]([OH:15])[C@H:12]1[OH:13].[C:20]1([C:26](Cl)([C:33]2[CH:38]=[CH:37][CH:36]=[CH:35][CH:34]=2)[C:27]2[CH:32]=[CH:31][CH:30]=[CH:29][CH:28]=2)[CH:25]=[CH:24][CH:23]=[CH:22][CH:21]=1.CCN(C(C)C)C(C)C, predict the reaction product. The product is: [Cl:1][C:2]1[N:10]=[CH:9][N:8]=[C:7]2[C:3]=1[N:4]=[CH:5][N:6]2[C@H:11]1[C@H:12]([OH:13])[C@H:14]([OH:15])[C@@H:16]([CH2:18][O:19][C:26]([C:20]2[CH:25]=[CH:24][CH:23]=[CH:22][CH:21]=2)([C:33]2[CH:34]=[CH:35][CH:36]=[CH:37][CH:38]=2)[C:27]2[CH:28]=[CH:29][CH:30]=[CH:31][CH:32]=2)[O:17]1.